From a dataset of Catalyst prediction with 721,799 reactions and 888 catalyst types from USPTO. Predict which catalyst facilitates the given reaction. (1) Reactant: C(=O)([O-])[O-].[K+].[K+].[CH2:7]([OH:14])[C:8]1[CH:13]=[CH:12][CH:11]=[CH:10][CH:9]=1.[F:15][C:16]1[CH:21]=[C:20](F)[CH:19]=[C:18]([F:23])[C:17]=1[N+:24]([O-:26])=[O:25].CCOC(C)=O.O. Product: [CH2:7]([O:14][C:20]1[CH:21]=[C:16]([F:15])[C:17]([N+:24]([O-:26])=[O:25])=[C:18]([F:23])[CH:19]=1)[C:8]1[CH:13]=[CH:12][CH:11]=[CH:10][CH:9]=1. The catalyst class is: 3. (2) Reactant: [CH:1]1([C:4]2[CH:5]=[C:6]([C:13]([O:15]CC)=[O:14])[C:7]3[CH:12]=[N:11][NH:10][C:8]=3[N:9]=2)[CH2:3][CH2:2]1.[H-].[Na+].I[CH2:21][CH3:22].[OH-].[Na+]. Product: [CH:1]1([C:4]2[CH:5]=[C:6]([C:13]([OH:15])=[O:14])[C:7]3[CH:12]=[N:11][N:10]([CH2:21][CH3:22])[C:8]=3[N:9]=2)[CH2:2][CH2:3]1. The catalyst class is: 3.